This data is from Reaction yield outcomes from USPTO patents with 853,638 reactions. The task is: Predict the reaction yield, written as a fraction of the theoretical maximum amount of product (1.0 means a 100% yield; for example, 0.34 means a 34% yield). (1) The reactants are [CH3:1][C:2]1[CH:7]=[C:6]([CH3:8])[NH:5][C:4](=[O:9])[C:3]=1[CH2:10][NH:11][C:12]([C:14]1[CH:19]=[C:18]([CH:20]2[CH2:25][CH2:24][N:23](C(OC(C)(C)C)=O)[CH2:22][CH2:21]2)[N:17]=[C:16]2[N:33]([CH:36]([CH3:38])[CH3:37])[N:34]=[CH:35][C:15]=12)=[O:13].C(O)(C(F)(F)F)=O. The catalyst is C(Cl)Cl. The product is [CH3:1][C:2]1[CH:7]=[C:6]([CH3:8])[NH:5][C:4](=[O:9])[C:3]=1[CH2:10][NH:11][C:12]([C:14]1[C:15]2[CH:35]=[N:34][N:33]([CH:36]([CH3:38])[CH3:37])[C:16]=2[N:17]=[C:18]([CH:20]2[CH2:21][CH2:22][NH:23][CH2:24][CH2:25]2)[CH:19]=1)=[O:13]. The yield is 0.600. (2) The catalyst is C1COCC1. The reactants are [C:1]1([C:11]2[CH:16]=[CH:15][CH:14]=[CH:13][CH:12]=2)[CH:6]=[CH:5][C:4]([CH2:7][C:8](O)=[O:9])=[CH:3][CH:2]=1. The product is [C:1]1([C:11]2[CH:12]=[CH:13][CH:14]=[CH:15][CH:16]=2)[CH:2]=[CH:3][C:4]([CH2:7][CH2:8][OH:9])=[CH:5][CH:6]=1. The yield is 0.960. (3) The reactants are [NH2:1][C:2]1[CH:7]=[CH:6][C:5]([C:8]2[N:9]([CH2:22][CH3:23])[C:10]3[C:15]([C:16]=2[C:17]#[N:18])=[CH:14][CH:13]=[C:12]([O:19][CH2:20][CH3:21])[CH:11]=3)=[CH:4][CH:3]=1.Cl[CH2:25][C:26]([N:28]=[C:29]=[O:30])=[O:27].C1CCN2C(=NCCC2)CC1. The catalyst is O1CCOCC1. The product is [O:30]=[C:29]1[NH:28][C:26](=[O:27])[CH2:25][N:1]1[C:2]1[CH:3]=[CH:4][C:5]([C:8]2[N:9]([CH2:22][CH3:23])[C:10]3[C:15]([C:16]=2[C:17]#[N:18])=[CH:14][CH:13]=[C:12]([O:19][CH2:20][CH3:21])[CH:11]=3)=[CH:6][CH:7]=1. The yield is 0.790. (4) The reactants are [CH3:1][C:2]1([CH3:28])[CH2:11][C:10]2[C:5](=[CH:6][CH:7]=[C:8]([C:12]([OH:14])=O)[CH:9]=2)[NH:4][CH:3]1[C:15]1[CH:20]=[C:19]([N:21]2[CH2:26][CH2:25][O:24][CH2:23][CH2:22]2)[CH:18]=[C:17]([CH3:27])[CH:16]=1.[CH:29]1([S:32]([NH2:35])(=[O:34])=[O:33])[CH2:31][CH2:30]1. The catalyst is CN(C)C1C=CN=CC=1.ClCCl. The product is [CH3:1][C:2]1([CH3:28])[CH2:11][C:10]2[C:5](=[CH:6][CH:7]=[C:8]([C:12]([NH:35][S:32]([CH:29]3[CH2:31][CH2:30]3)(=[O:34])=[O:33])=[O:14])[CH:9]=2)[NH:4][CH:3]1[C:15]1[CH:20]=[C:19]([N:21]2[CH2:26][CH2:25][O:24][CH2:23][CH2:22]2)[CH:18]=[C:17]([CH3:27])[CH:16]=1. The yield is 0.250. (5) The reactants are [NH2:1][C:2]1[CH:3]=[C:4]([C:8]2[C:16]3[C:11](=[CH:12][CH:13]=[C:14]([C:17]([NH2:19])=[O:18])[CH:15]=3)[N:10](C3CCCCO3)[N:9]=2)[CH:5]=[CH:6][CH:7]=1.[S:26]1[CH:30]=[CH:29][CH:28]=[C:27]1[C:31](O)=[O:32].CCN=C=NCCCN(C)C. No catalyst specified. The product is [S:26]1[CH:30]=[CH:29][CH:28]=[C:27]1[C:31]([NH:1][C:2]1[CH:3]=[C:4]([C:8]2[C:16]3[C:11](=[CH:12][CH:13]=[C:14]([C:17]([NH2:19])=[O:18])[CH:15]=3)[NH:10][N:9]=2)[CH:5]=[CH:6][CH:7]=1)=[O:32]. The yield is 0.260.